Dataset: Forward reaction prediction with 1.9M reactions from USPTO patents (1976-2016). Task: Predict the product of the given reaction. Given the reactants [OH:1][CH2:2][CH2:3][N:4]([CH:22]([CH3:24])[CH3:23])[C:5]([C:7]1[S:8][C:9]2[CH2:10][CH2:11][O:12][C:13]3[CH:20]=[CH:19][C:18](Br)=[CH:17][C:14]=3[C:15]=2[N:16]=1)=[O:6].CC1(C)C(C)(C)OB([C:33]2[CH:34]=[N:35][N:36]([CH2:38][C@H:39]([OH:41])[CH3:40])[CH:37]=2)O1, predict the reaction product. The product is: [OH:1][CH2:2][CH2:3][N:4]([CH:22]([CH3:24])[CH3:23])[C:5]([C:7]1[S:8][C:9]2[CH2:10][CH2:11][O:12][C:13]3[CH:20]=[CH:19][C:18]([C:33]4[CH:34]=[N:35][N:36]([CH2:38][C@H:39]([OH:41])[CH3:40])[CH:37]=4)=[CH:17][C:14]=3[C:15]=2[N:16]=1)=[O:6].